Dataset: Full USPTO retrosynthesis dataset with 1.9M reactions from patents (1976-2016). Task: Predict the reactants needed to synthesize the given product. Given the product [Cl:16][C:17]1[N:18]=[N:19][C:20]([O:23][CH3:24])=[C:21]([CH:25]([OH:27])[CH3:26])[CH:22]=1, predict the reactants needed to synthesize it. The reactants are: C([Li])CCC.CC1(C)CCCC(C)(C)N1.[Cl:16][C:17]1[N:18]=[N:19][C:20]([O:23][CH3:24])=[CH:21][CH:22]=1.[CH:25](=[O:27])[CH3:26].Cl.C(=O)(O)[O-].[Na+].